This data is from Full USPTO retrosynthesis dataset with 1.9M reactions from patents (1976-2016). The task is: Predict the reactants needed to synthesize the given product. (1) Given the product [Br:33][CH2:3][C:4]1[CH:5]=[C:6]([N:10]([CH2:18][C:19]2[CH:24]=[CH:23][CH:22]=[C:21]([O:25][C:26]([F:31])([F:30])[CH:27]([F:29])[F:28])[CH:20]=2)[CH2:11][CH:12]([OH:17])[C:13]([F:16])([F:15])[F:14])[CH:7]=[CH:8][CH:9]=1, predict the reactants needed to synthesize it. The reactants are: CO[CH2:3][C:4]1[CH:5]=[C:6]([N:10]([CH2:18][C:19]2[CH:24]=[CH:23][CH:22]=[C:21]([O:25][C:26]([F:31])([F:30])[CH:27]([F:29])[F:28])[CH:20]=2)[CH2:11][CH:12]([OH:17])[C:13]([F:16])([F:15])[F:14])[CH:7]=[CH:8][CH:9]=1.B(Br)(Br)[Br:33].COC. (2) Given the product [NH2:1][C:2]1[CH:7]=[CH:6][C:5]([C:8]2[CH:9]=[C:10]3[C:16]([CH2:17][C:18]4[CH:19]=[CH:20][C:21]([N:24]([CH3:25])[CH3:26])=[CH:22][CH:23]=4)=[N:15][NH:14][C:11]3=[N:12][CH:13]=2)=[CH:4][C:3]=1[C:35]([N:36]([CH3:37])[CH3:38])=[O:39], predict the reactants needed to synthesize it. The reactants are: [NH2:1][C:2]1[CH:7]=[CH:6][C:5]([C:8]2[CH:9]=[C:10]3[C:16]([CH2:17][C:18]4[CH:23]=[CH:22][C:21]([N:24]([CH3:26])[CH3:25])=[CH:20][CH:19]=4)=[N:15][N:14](COC(=O)C(C)(C)C)[C:11]3=[N:12][CH:13]=2)=[CH:4][C:3]=1[C:35](=[O:39])[N:36]([CH3:38])[CH3:37].[OH-].[Na+]. (3) Given the product [C:10]([C:8]1[CH:7]=[CH:6][C:5]([O:13][CH:14]([CH3:16])[CH3:15])=[C:4]([CH:9]=1)[C:3]([OH:17])=[O:2])(=[O:12])[CH3:11], predict the reactants needed to synthesize it. The reactants are: C[O:2][C:3](=[O:17])[C:4]1[CH:9]=[C:8]([C:10](=[O:12])[CH3:11])[CH:7]=[CH:6][C:5]=1[O:13][CH:14]([CH3:16])[CH3:15].[OH-].[Na+]. (4) Given the product [OH:1][C@@H:2]([C:3]1[N:29]([CH:30]2[CH2:35][CH2:34][N:33]([C:36]([O:38][C:39]([CH3:42])([CH3:41])[CH3:40])=[O:37])[CH2:32][CH2:31]2)[C:21]2=[C:22]3[S:28][CH:27]=[CH:26][C:23]3=[N:24][CH:25]=[C:20]2[N:5]=1)[CH3:6], predict the reactants needed to synthesize it. The reactants are: [OH:1][C@H:2]([CH3:6])[C:3]([NH2:5])=O.F[B-](F)(F)F.C([O+](CC)CC)C.N[C:20]1[C:21]([NH:29][CH:30]2[CH2:35][CH2:34][N:33]([C:36]([O:38][C:39]([CH3:42])([CH3:41])[CH3:40])=[O:37])[CH2:32][CH2:31]2)=[C:22]2[S:28][CH:27]=[CH:26][C:23]2=[N:24][CH:25]=1. (5) The reactants are: [CH:1](/[C:9]1[NH:13][C:12]2[CH:14]=[CH:15][CH:16]=[CH:17][C:11]=2[N:10]=1)=[CH:2]\[C:3]1[CH:8]=[CH:7][CH:6]=[CH:5][CH:4]=1.[H-].[Na+].Cl[C:21]1[C:26]([C:27]([F:30])([F:29])[F:28])=[CH:25][CH:24]=[CH:23][N:22]=1. Given the product [CH:1](/[C:9]1[N:10]([C:21]2[C:26]([C:27]([F:30])([F:29])[F:28])=[CH:25][CH:24]=[CH:23][N:22]=2)[C:11]2[CH:17]=[CH:16][CH:15]=[CH:14][C:12]=2[N:13]=1)=[CH:2]\[C:3]1[CH:4]=[CH:5][CH:6]=[CH:7][CH:8]=1, predict the reactants needed to synthesize it. (6) Given the product [CH:5]([C:7]1[CH:12]=[CH:11][CH:10]=[CH:9][C:8]=1[S:13]([Cl:3])(=[O:16])=[O:14])=[O:6], predict the reactants needed to synthesize it. The reactants are: S(Cl)([Cl:3])=O.[CH:5]([C:7]1[CH:12]=[CH:11][CH:10]=[CH:9][C:8]=1[S:13]([O-:16])(=O)=[O:14])=[O:6].[Na+].CN(C=O)C. (7) Given the product [O:35]1[CH:34]=[CH:33][CH:32]=[C:31]1[CH2:30][NH:36][C:12](=[O:14])[C:11]1[CH:15]=[CH:16][C:8]([CH3:7])=[C:9]([NH:17][C:18]2[N:23]=[C:22]([C:24]3[CH:25]=[N:26][CH:27]=[CH:28][CH:29]=3)[CH:21]=[CH:20][N:19]=2)[CH:10]=1, predict the reactants needed to synthesize it. The reactants are: CCCP(=O)=O.[CH3:7][C:8]1[CH:16]=[CH:15][C:11]([C:12]([OH:14])=O)=[CH:10][C:9]=1[NH:17][C:18]1[N:23]=[C:22]([C:24]2[CH:25]=[N:26][CH:27]=[CH:28][CH:29]=2)[CH:21]=[CH:20][N:19]=1.[CH2:30]([NH2:36])[C:31]1[O:35][CH:34]=[CH:33][CH:32]=1.C(N(CC)CC)C.C(=O)([O-])O.[Na+]. (8) Given the product [C:21]([O:20][C:18]([N:14]1[C:15]2[C:11](=[CH:10][C:9]([N:8]([C:6]([O:5][C:1]([CH3:3])([CH3:2])[CH3:4])=[O:7])[C:25]3[CH:30]=[CH:29][N:28]=[C:27]([C:40]4[CH:58]=[CH:57][CH:56]=[C:42]([O:43][CH:44]5[CH2:48][CH2:47][N:46]([C:49]([O:51][C:52]([CH3:55])([CH3:54])[CH3:53])=[O:50])[CH2:45]5)[CH:41]=4)[N:26]=3)=[CH:17][CH:16]=2)[CH:12]=[N:13]1)=[O:19])([CH3:24])([CH3:22])[CH3:23], predict the reactants needed to synthesize it. The reactants are: [C:1]([O:5][C:6]([N:8]([C:25]1[CH:30]=[CH:29][N:28]=[C:27](Cl)[N:26]=1)[C:9]1[CH:10]=[C:11]2[C:15](=[CH:16][CH:17]=1)[N:14]([C:18]([O:20][C:21]([CH3:24])([CH3:23])[CH3:22])=[O:19])[N:13]=[CH:12]2)=[O:7])([CH3:4])([CH3:3])[CH3:2].CC1(C)C(C)(C)OB([C:40]2[CH:41]=[C:42]([CH:56]=[CH:57][CH:58]=2)[O:43][CH:44]2[CH2:48][CH2:47][N:46]([C:49]([O:51][C:52]([CH3:55])([CH3:54])[CH3:53])=[O:50])[CH2:45]2)O1.[F-].[Cs+].CC(OC(OC(OC(C)(C)C)=O)=O)(C)C.